This data is from Full USPTO retrosynthesis dataset with 1.9M reactions from patents (1976-2016). The task is: Predict the reactants needed to synthesize the given product. (1) The reactants are: OC(C(F)(F)F)=O.[CH2:8]1[C:17]2[C:12](=[CH:13][C:14]([CH:18]([NH:20][C:21](=[O:23])[CH3:22])[CH3:19])=[CH:15][CH:16]=2)[CH2:11][CH2:10][NH:9]1.[Br:24][C:25]1[CH:30]=[C:29]([CH2:31]Br)[CH:28]=[CH:27][C:26]=1[O:33][CH2:34][CH2:35][CH3:36]. Given the product [Br:24][C:25]1[CH:30]=[C:29]([CH:28]=[CH:27][C:26]=1[O:33][CH2:34][CH2:35][CH3:36])[CH2:31][N:9]1[CH2:10][CH2:11][C:12]2[C:17](=[CH:16][CH:15]=[C:14]([CH:18]([NH:20][C:21](=[O:23])[CH3:22])[CH3:19])[CH:13]=2)[CH2:8]1, predict the reactants needed to synthesize it. (2) Given the product [CH3:53][O:52][C:48]1[CH:50]=[C:6]([CH2:7][CH2:8][CH3:9])[CH:5]=[CH:10][C:49]=1[C:34]([O:35][CH3:40])=[O:37], predict the reactants needed to synthesize it. The reactants are: CS(C)=O.[C:5]1(P([C:5]2[CH:10]=[CH:9][CH:8]=[CH:7][CH:6]=2)CCCP([C:5]2[CH:10]=[CH:9][CH:8]=[CH:7][CH:6]=2)[C:5]2[CH:10]=[CH:9][CH:8]=[CH:7][CH:6]=2)[CH:10]=[CH:9][CH:8]=[CH:7][CH:6]=1.[C:34](=[O:37])(O)[O-:35].[Na+].N1C(=O)NC(=O)N[C:40]1=S.[C:48]([O:52][CH3:53])(C)([CH3:50])[CH3:49]. (3) Given the product [Cl:1][C:2]1[N:7]=[C:6]2[CH:8]=[C:9]([CH2:20][N:21]3[C:25]4=[CH:26][N:27]=[CH:28][CH:29]=[C:24]4[C:23]4([CH2:31][CH2:30]4)[C:22]3=[O:32])[NH:10][C:5]2=[CH:4][CH:3]=1, predict the reactants needed to synthesize it. The reactants are: [Cl:1][C:2]1[N:7]=[C:6]2[CH:8]=[C:9]([CH2:20][N:21]3[C:25]4=[CH:26][N:27]=[CH:28][CH:29]=[C:24]4[C:23]4([CH2:31][CH2:30]4)[C:22]3=[O:32])[N:10](S(C3C=CC=CC=3)(=O)=O)[C:5]2=[CH:4][CH:3]=1.[F-].C([N+](CCCC)(CCCC)CCCC)CCC. (4) Given the product [C:3]([O:6][CH2:7][CH2:8][C:9]1[CH:14]=[CH:13][C:12]([O:15][CH2:19][O:20][CH2:21][CH2:22][O:23][CH3:24])=[C:11]([O:16][CH3:17])[CH:10]=1)(=[O:5])[CH3:4], predict the reactants needed to synthesize it. The reactants are: [H-].[Na+].[C:3]([O:6][CH2:7][CH2:8][C:9]1[CH:14]=[CH:13][C:12]([OH:15])=[C:11]([O:16][CH3:17])[CH:10]=1)(=[O:5])[CH3:4].Cl[CH2:19][O:20][CH2:21][CH2:22][O:23][CH3:24].O. (5) Given the product [OH:38][C:36]1[CH:37]=[C:32]([NH:31][CH:2]=[C:3]2[C:11]3[C:6](=[CH:7][C:8]([C:12]([C:14]4[CH:15]=[C:16]([NH:20][C:21]([C:23]5[N:24]([CH3:29])[N:25]=[C:26]([CH3:28])[CH:27]=5)=[O:22])[CH:17]=[CH:18][CH:19]=4)=[O:13])=[CH:9][CH:10]=3)[NH:5][C:4]2=[O:30])[CH:33]=[CH:34][C:35]=1[CH3:39], predict the reactants needed to synthesize it. The reactants are: O[CH:2]=[C:3]1[C:11]2[C:6](=[CH:7][C:8]([C:12]([C:14]3[CH:15]=[C:16]([NH:20][C:21]([C:23]4[N:24]([CH3:29])[N:25]=[C:26]([CH3:28])[CH:27]=4)=[O:22])[CH:17]=[CH:18][CH:19]=3)=[O:13])=[CH:9][CH:10]=2)[NH:5][C:4]1=[O:30].[NH2:31][C:32]1[CH:33]=[CH:34][C:35]([CH3:39])=[C:36]([OH:38])[CH:37]=1. (6) Given the product [CH2:15]([O:14][C:5]1[C:6]([CH2:8][CH2:13][CH3:12])=[N:7][C:2]([CH3:1])=[CH:3][CH:4]=1)[C:20]1[CH:19]=[CH:39][CH:35]=[CH:36][CH:37]=1, predict the reactants needed to synthesize it. The reactants are: [CH3:1][C:2]1[N:7]=[C:6]([C:8]2[CH:13]=[CH:12]C=CC=2)[C:5]([O:14][C:15]2[CH:20]=[CH:19]N=C(NC3C=C(OC)C(OC)=C(OC)C=3)C=2)=[CH:4][CH:3]=1.[Br-].[CH2:35]([Zn+])[CH2:36][CH3:37].[CH3:39]O. (7) Given the product [CH3:9][NH:8][C:4]1[N:5]=[CH:6][N:7]=[C:2]([NH:10][C:11]2[CH:20]=[CH:19][C:14]([C:15]([O:17][CH3:18])=[O:16])=[CH:13][C:12]=2[N+:21]([O-:23])=[O:22])[CH:3]=1, predict the reactants needed to synthesize it. The reactants are: Cl[C:2]1[N:7]=[CH:6][N:5]=[C:4]([NH:8][CH3:9])[CH:3]=1.[NH2:10][C:11]1[CH:20]=[CH:19][C:14]([C:15]([O:17][CH3:18])=[O:16])=[CH:13][C:12]=1[N+:21]([O-:23])=[O:22].C([O-])([O-])=O.[Cs+].[Cs+].CC1(C)C2C(=C(P(C3C=CC=CC=3)C3C=CC=CC=3)C=CC=2)OC2C(P(C3C=CC=CC=3)C3C=CC=CC=3)=CC=CC1=2. (8) Given the product [CH3:15][C:6]1[C:7]([NH:10][S:11]([CH3:14])(=[O:13])=[O:12])=[CH:8][N:9]=[C:4]([C@H:2]([NH:1][C:44]([C:39]2[CH:38]=[CH:37][C:36]3[C:41](=[CH:42][CH:43]=[C:34]([C:33]([F:32])([F:47])[F:48])[CH:35]=3)[CH:40]=2)=[O:45])[CH3:3])[CH:5]=1, predict the reactants needed to synthesize it. The reactants are: [NH2:1][C@@H:2]([C:4]1[N:9]=[CH:8][C:7]([NH:10][S:11]([CH3:14])(=[O:13])=[O:12])=[C:6]([CH3:15])[CH:5]=1)[CH3:3].Cl.N[C@@H](C1N=C(C)C(NS(C)(=O)=O)=CC=1)C.[F:32][C:33]([F:48])([F:47])[C:34]1[CH:35]=[C:36]2[C:41](=[CH:42][CH:43]=1)[CH:40]=[C:39]([C:44](O)=[O:45])[CH:38]=[CH:37]2.CN(C(ON1N=NC2C=CC=CC1=2)=[N+](C)C)C.F[P-](F)(F)(F)(F)F.C(N(CC)CC)C. (9) The reactants are: [CH:1]([O:8][CH2:9][CH3:10])([O:5][CH2:6][CH3:7])OCC.B(F)(F)F.[O:15]=[C:16]1[C:40]2[C:35](=[CH:36][CH:37]=[CH:38][CH:39]=2)[O:34][C:18]2([CH2:23][CH2:22][N:21]([C:24]([O:26][CH2:27][C:28]3[CH:33]=[CH:32][CH:31]=[CH:30][CH:29]=3)=[O:25])[CH2:20][CH2:19]2)[CH2:17]1.C(N(C(C)C)C(C)C)C. Given the product [CH2:9]([O:8][CH:1]([O:5][CH2:6][CH3:7])[CH:17]1[C:18]2([CH2:23][CH2:22][N:21]([C:24]([O:26][CH2:27][C:28]3[CH:29]=[CH:30][CH:31]=[CH:32][CH:33]=3)=[O:25])[CH2:20][CH2:19]2)[O:34][C:35]2[C:40](=[CH:39][CH:38]=[CH:37][CH:36]=2)[C:16]1=[O:15])[CH3:10], predict the reactants needed to synthesize it.